This data is from Forward reaction prediction with 1.9M reactions from USPTO patents (1976-2016). The task is: Predict the product of the given reaction. (1) Given the reactants [C:1]([O:5][C:6]([N:8]([CH2:16][CH:17]=[CH2:18])[CH2:9][CH2:10][C:11]([O:13][CH2:14][CH3:15])=[O:12])=[O:7])([CH3:4])([CH3:3])[CH3:2].C[Si]([N-][Si](C)(C)C)(C)C.[Li+].[CH2:29](Br)[CH:30]=[CH2:31], predict the reaction product. The product is: [C:1]([O:5][C:6]([N:8]([CH2:16][CH:17]=[CH2:18])[CH2:9][CH:10]([CH2:31][CH:30]=[CH2:29])[C:11]([O:13][CH2:14][CH3:15])=[O:12])=[O:7])([CH3:4])([CH3:3])[CH3:2]. (2) Given the reactants O=C=[N:3]C1CC(C)(C)CC(C)(CN=C=O)C1.[C:17]([O:21][CH2:22][CH2:23]O)(=[O:20])[CH:18]=[CH2:19].C([O-])(=O)CCCCCCCCCCC.C([O-])(=O)CCCCCCCCCCC.C([Sn+2]CCCC)CCC, predict the reaction product. The product is: [C:17]([OH:21])(=[O:20])[CH:18]=[CH2:19].[NH2:3][C:17]([O:21][CH2:22][CH3:23])=[O:20]. (3) Given the reactants [F:1][C:2]1[CH:3]=[CH:4][C:5]([C:8]([O:10]CC)=[O:9])=[N:6][CH:7]=1.O.[OH-].[Li+:15].[ClH:16], predict the reaction product. The product is: [F:1][C:2]1[CH:3]=[CH:4][C:5]([C:8]([OH:10])=[O:9])=[N:6][CH:7]=1.[Cl-:16].[Li+:15]. (4) Given the reactants Cl.[CH:2]1([C:5]2[C:6]([O:19][CH2:20][CH:21]3[CH2:26][CH2:25][NH:24][CH2:23][CH2:22]3)=[CH:7][C:8]([F:18])=[C:9]([CH:17]=2)[C:10]([NH:12][S:13]([CH3:16])(=[O:15])=[O:14])=[O:11])[CH2:4][CH2:3]1.[Cl:27][C:28]1[CH:35]=[CH:34][C:31]([CH:32]=O)=[C:30]([C:36]([F:39])([F:38])[F:37])[CH:29]=1, predict the reaction product. The product is: [Cl:27][C:28]1[CH:35]=[CH:34][C:31]([CH2:32][N:24]2[CH2:23][CH2:22][CH:21]([CH2:20][O:19][C:6]3[C:5]([CH:2]4[CH2:4][CH2:3]4)=[CH:17][C:9]([C:10]([NH:12][S:13]([CH3:16])(=[O:14])=[O:15])=[O:11])=[C:8]([F:18])[CH:7]=3)[CH2:26][CH2:25]2)=[C:30]([C:36]([F:37])([F:38])[F:39])[CH:29]=1. (5) Given the reactants [N+:1]([C:4]1[CH:9]=[C:8]([C:10]2[N:14]3[CH:15]=[CH:16][C:17]([C:19]4[CH:24]=[CH:23][N:22]=[CH:21][CH:20]=4)=[CH:18][C:13]3=[N:12][CH:11]=2)[CH:7]=[CH:6][C:5]=1[CH2:25][C:26]([NH:28][C:29]1[CH:34]=[C:33]([C:35]([F:38])([F:37])[F:36])[CH:32]=[CH:31][N:30]=1)=[O:27])([O-])=O.C([O-])=O.[NH4+], predict the reaction product. The product is: [NH2:1][C:4]1[CH:9]=[C:8]([C:10]2[N:14]3[CH:15]=[CH:16][C:17]([C:19]4[CH:20]=[CH:21][N:22]=[CH:23][CH:24]=4)=[CH:18][C:13]3=[N:12][CH:11]=2)[CH:7]=[CH:6][C:5]=1[CH2:25][C:26]([NH:28][C:29]1[CH:34]=[C:33]([C:35]([F:36])([F:38])[F:37])[CH:32]=[CH:31][N:30]=1)=[O:27]. (6) Given the reactants [C:1](OC(=O)C)(=O)C.C(Cl)(=O)C.ClCCl.O1[CH2:19][CH2:18][CH2:17]C1.C([N:22]([CH2:25][CH3:26])[CH2:23][CH3:24])C, predict the reaction product. The product is: [CH:18]([N:22]([CH:23]([CH3:24])[CH3:1])[CH2:25][CH3:26])([CH3:19])[CH3:17]. (7) The product is: [Cl:1][C:2]1[CH:3]=[C:4]([C@@H:12]([CH2:16][CH:17]2[CH2:21][CH2:20][CH2:19][CH2:18]2)[C:13]([NH:41][C:38]2[CH:37]=[N:36][C:35]([NH:34][CH2:33][CH2:32][O:31][Si:30]([CH2:42][CH3:43])([CH2:28][CH3:29])[CH2:44][CH3:45])=[CH:40][N:39]=2)=[O:15])[CH:5]=[CH:6][C:7]=1[S:8]([CH3:11])(=[O:9])=[O:10]. Given the reactants [Cl:1][C:2]1[CH:3]=[C:4]([C@@H:12]([CH2:16][CH:17]2[CH2:21][CH2:20][CH2:19][CH2:18]2)[C:13]([OH:15])=O)[CH:5]=[CH:6][C:7]=1[S:8]([CH3:11])(=[O:10])=[O:9].C(Cl)(=O)C(Cl)=O.[CH2:28]([Si:30]([CH2:44][CH3:45])([CH2:42][CH3:43])[O:31][CH2:32][CH2:33][NH:34][C:35]1[CH:40]=[N:39][C:38]([NH2:41])=[CH:37][N:36]=1)[CH3:29].N1C(C)=CC=CC=1C, predict the reaction product.